Dataset: Catalyst prediction with 721,799 reactions and 888 catalyst types from USPTO. Task: Predict which catalyst facilitates the given reaction. (1) Reactant: [H-].[Na+].[C:3]([O:7][C:8]([N:10]1[CH2:15][CH2:14][CH:13]([CH:16]([OH:29])[CH2:17][CH2:18][CH2:19][C:20]2[CH:25]=[CH:24][C:23]([S:26][CH3:27])=[C:22]([F:28])[CH:21]=2)[CH2:12][CH2:11]1)=[O:9])([CH3:6])([CH3:5])[CH3:4].[CH3:30]I. Product: [C:3]([O:7][C:8]([N:10]1[CH2:15][CH2:14][CH:13]([CH:16]([O:29][CH3:30])[CH2:17][CH2:18][CH2:19][C:20]2[CH:25]=[CH:24][C:23]([S:26][CH3:27])=[C:22]([F:28])[CH:21]=2)[CH2:12][CH2:11]1)=[O:9])([CH3:6])([CH3:4])[CH3:5]. The catalyst class is: 1. (2) Reactant: [CH3:1][C@H:2]1[CH2:33][C:32]([CH3:34])=[CH:31][C@@H:30]([CH2:35][CH:36]=[CH2:37])[C:28](=[O:29])[CH2:27][C@H:26]([OH:38])[C@@H:25]([CH3:39])[C@@H:24](/[C:40](/[CH3:51])=[CH:41]/[C@H:42]2[CH2:47][C@@H:46]([O:48][CH3:49])[C@H:45]([OH:50])[CH2:44][CH2:43]2)[O:23][C:21](=[O:22])[C@H:20]2[N:15]([CH2:16][CH2:17][CH2:18][CH2:19]2)[C:13](=[O:14])[C:11](=[O:12])[C@:9]2([OH:52])[O:10][C@@H:5]([C@@H:6]([O:54][CH3:55])[CH2:7][C@H:8]2[CH3:53])[C@@H:4]([O:56][CH3:57])[CH2:3]1.[C:58]1(=[O:64])[O:63][C:61](=[O:62])[CH2:60][CH2:59]1. Product: [CH2:35]([CH:30]1[CH:31]=[C:32]([CH3:34])[CH2:33][CH:2]([CH3:1])[CH2:3][CH:4]([O:56][CH3:57])[CH:5]2[O:10][C:9]([OH:52])([CH:8]([CH3:53])[CH2:7][CH:6]2[O:54][CH3:55])[C:11](=[O:12])[C:13](=[O:14])[N:15]2[CH:20]([CH2:19][CH2:18][CH2:17][CH2:16]2)[C:21](=[O:22])[O:23][CH:24]([C:40]([CH3:51])=[CH:41][CH:42]2[CH2:43][CH2:44][CH:45]([O:50][C:58](=[O:64])[CH2:59][CH2:60][C:61]([OH:63])=[O:62])[CH:46]([O:48][CH3:49])[CH2:47]2)[CH:25]([CH3:39])[CH:26]([OH:38])[CH2:27][C:28]1=[O:29])[CH:36]=[CH2:37]. The catalyst class is: 383. (3) Reactant: [CH3:1][O:2][C:3](=[O:15])[CH2:4][O:5][C:6]1[CH:11]=[CH:10][C:9]([N+:12]([O-])=O)=[CH:8][CH:7]=1. Product: [CH3:1][O:2][C:3](=[O:15])[CH2:4][O:5][C:6]1[CH:11]=[CH:10][C:9]([NH2:12])=[CH:8][CH:7]=1. The catalyst class is: 123. (4) Reactant: [CH3:1][O:2][C:3]1[O:7][C:6](=[O:8])[N:5]([C:9]2[CH:14]=[CH:13][C:12]([NH2:15])=[C:11]([CH3:16])[CH:10]=2)[N:4]=1.[C:17]([CH2:20][C:21](=O)[CH3:22])(=[O:19])[CH3:18]. Product: [CH3:1][O:2][C:3]1[O:7][C:6](=[O:8])[N:5]([C:9]2[CH:14]=[CH:13][C:12]([NH:15][C:21](=[CH:20][C:17](=[O:19])[CH3:18])[CH3:22])=[C:11]([CH3:16])[CH:10]=2)[N:4]=1. The catalyst class is: 15.